Regression. Given a peptide amino acid sequence and an MHC pseudo amino acid sequence, predict their binding affinity value. This is MHC class I binding data. From a dataset of Peptide-MHC class I binding affinity with 185,985 pairs from IEDB/IMGT. (1) The peptide sequence is REFYLRVGF. The MHC is HLA-A31:01 with pseudo-sequence HLA-A31:01. The binding affinity (normalized) is 0.0847. (2) The peptide sequence is INISGYNFSL. The MHC is HLA-A02:03 with pseudo-sequence HLA-A02:03. The binding affinity (normalized) is 0.258.